This data is from NCI-60 drug combinations with 297,098 pairs across 59 cell lines. The task is: Regression. Given two drug SMILES strings and cell line genomic features, predict the synergy score measuring deviation from expected non-interaction effect. Drug 2: CC1=C(C=C(C=C1)C(=O)NC2=CC(=CC(=C2)C(F)(F)F)N3C=C(N=C3)C)NC4=NC=CC(=N4)C5=CN=CC=C5. Cell line: K-562. Drug 1: CCC1(CC2CC(C3=C(CCN(C2)C1)C4=CC=CC=C4N3)(C5=C(C=C6C(=C5)C78CCN9C7C(C=CC9)(C(C(C8N6C=O)(C(=O)OC)O)OC(=O)C)CC)OC)C(=O)OC)O.OS(=O)(=O)O. Synergy scores: CSS=80.2, Synergy_ZIP=-2.34, Synergy_Bliss=-5.90, Synergy_Loewe=-4.52, Synergy_HSA=-2.98.